This data is from Peptide-MHC class I binding affinity with 185,985 pairs from IEDB/IMGT. The task is: Regression. Given a peptide amino acid sequence and an MHC pseudo amino acid sequence, predict their binding affinity value. This is MHC class I binding data. (1) The peptide sequence is ARHGEYAPF. The MHC is HLA-A02:03 with pseudo-sequence HLA-A02:03. The binding affinity (normalized) is 0.0847. (2) The peptide sequence is SEGATPQDL. The MHC is HLA-A02:03 with pseudo-sequence HLA-A02:03. The binding affinity (normalized) is 0. (3) The peptide sequence is HIMPNSFRV. The MHC is HLA-A30:01 with pseudo-sequence HLA-A30:01. The binding affinity (normalized) is 0.0847.